This data is from Full USPTO retrosynthesis dataset with 1.9M reactions from patents (1976-2016). The task is: Predict the reactants needed to synthesize the given product. (1) Given the product [CH2:11]([O:18][C:19]1[CH:24]=[CH:23][C:22]([Br:25])=[C:21]([CH:20]=1)[O:8][CH2:7][C:3]1[CH:2]=[N:1][CH:6]=[CH:5][CH:4]=1)[C:12]1[CH:13]=[CH:14][CH:15]=[CH:16][CH:17]=1, predict the reactants needed to synthesize it. The reactants are: [N:1]1[CH:6]=[CH:5][CH:4]=[C:3]([CH2:7][OH:8])[CH:2]=1.[H-].[Na+].[CH2:11]([O:18][C:19]1[CH:24]=[CH:23][C:22]([Br:25])=[C:21](F)[CH:20]=1)[C:12]1[CH:17]=[CH:16][CH:15]=[CH:14][CH:13]=1. (2) Given the product [F:1][C:2]1[CH:3]=[C:4]([C@H:9]([NH:18][C:19]2[NH:20][C:21](=[O:29])[N:22]([CH:26]([CH3:27])[CH3:28])[C:23](=[O:25])[CH:24]=2)[CH2:10][C:11]([OH:13])=[O:12])[CH:5]=[CH:6][C:7]=1[F:8], predict the reactants needed to synthesize it. The reactants are: [F:1][C:2]1[CH:3]=[C:4]([C@H:9]([NH:18][C:19]2[NH:20][C:21](=[O:29])[N:22]([CH:26]([CH3:28])[CH3:27])[C:23](=[O:25])[CH:24]=2)[CH2:10][C:11]([O:13]C(C)(C)C)=[O:12])[CH:5]=[CH:6][C:7]=1[F:8].FC(F)(F)C(O)=O.